Dataset: Catalyst prediction with 721,799 reactions and 888 catalyst types from USPTO. Task: Predict which catalyst facilitates the given reaction. Reactant: [N+:1]([C:4]1[CH:22]=[CH:21][C:7]([O:8][C:9]2[N:14]=[CH:13][N:12]=[C:11]([NH:15][C:16]([CH:18]3[CH2:20][CH2:19]3)=[O:17])[CH:10]=2)=[CH:6][CH:5]=1)([O-])=O. Product: [NH2:1][C:4]1[CH:22]=[CH:21][C:7]([O:8][C:9]2[N:14]=[CH:13][N:12]=[C:11]([NH:15][C:16]([CH:18]3[CH2:19][CH2:20]3)=[O:17])[CH:10]=2)=[CH:6][CH:5]=1. The catalyst class is: 707.